Regression. Given two drug SMILES strings and cell line genomic features, predict the synergy score measuring deviation from expected non-interaction effect. From a dataset of NCI-60 drug combinations with 297,098 pairs across 59 cell lines. (1) Drug 1: CC12CCC(CC1=CCC3C2CCC4(C3CC=C4C5=CN=CC=C5)C)O. Drug 2: CNC(=O)C1=NC=CC(=C1)OC2=CC=C(C=C2)NC(=O)NC3=CC(=C(C=C3)Cl)C(F)(F)F. Cell line: SW-620. Synergy scores: CSS=31.9, Synergy_ZIP=1.22, Synergy_Bliss=5.81, Synergy_Loewe=1.01, Synergy_HSA=1.18. (2) Drug 1: CCC1(CC2CC(C3=C(CCN(C2)C1)C4=CC=CC=C4N3)(C5=C(C=C6C(=C5)C78CCN9C7C(C=CC9)(C(C(C8N6C=O)(C(=O)OC)O)OC(=O)C)CC)OC)C(=O)OC)O.OS(=O)(=O)O. Drug 2: CC(C)CN1C=NC2=C1C3=CC=CC=C3N=C2N. Cell line: ACHN. Synergy scores: CSS=-0.626, Synergy_ZIP=-2.45, Synergy_Bliss=-7.11, Synergy_Loewe=-4.33, Synergy_HSA=-5.90.